Predict the product of the given reaction. From a dataset of Forward reaction prediction with 1.9M reactions from USPTO patents (1976-2016). (1) Given the reactants [CH2:1]1[C:10]2[C:5](=[CH:6][CH:7]=[CH:8][CH:9]=2)[CH2:4][CH2:3][N:2]1[C:11]1[N:12]=[C:13]([CH:30]=[O:31])[CH:14]=[C:15]2[C:19]([CH3:20])=[C:18]([CH3:21])[N:17]([CH2:22][C:23]3[CH:28]=[CH:27][CH:26]=[C:25]([F:29])[CH:24]=3)[C:16]=12.[ClH:32], predict the reaction product. The product is: [ClH:32].[CH2:1]1[C:10]2[C:5](=[CH:6][CH:7]=[CH:8][CH:9]=2)[CH2:4][CH2:3][N:2]1[C:11]1[N:12]=[C:13]([CH:30]=[O:31])[CH:14]=[C:15]2[C:19]([CH3:20])=[C:18]([CH3:21])[N:17]([CH2:22][C:23]3[CH:28]=[CH:27][CH:26]=[C:25]([F:29])[CH:24]=3)[C:16]=12. (2) Given the reactants C([N:8]1[CH2:13][CH2:12][C:11]2([C:21]3[C:16](=[CH:17][CH:18]=[CH:19][CH:20]=3)[C:15](=[O:22])[O:14]2)[CH2:10][CH2:9]1)C1C=CC=CC=1.[Cl:23]C(OC(Cl)C)=O, predict the reaction product. The product is: [NH:8]1[CH2:13][CH2:12][C:11]2([C:21]3[C:16](=[CH:17][CH:18]=[CH:19][CH:20]=3)[C:15](=[O:22])[O:14]2)[CH2:10][CH2:9]1.[ClH:23]. (3) The product is: [N:11]([CH2:2][CH2:3][CH2:4][CH2:5][C:6]([O:8][CH2:9][CH3:10])=[O:7])=[N+:12]=[N-:13]. Given the reactants Br[CH2:2][CH2:3][CH2:4][CH2:5][C:6]([O:8][CH2:9][CH3:10])=[O:7].[N-:11]=[N+:12]=[N-:13].[Na+], predict the reaction product. (4) The product is: [Cl:25][C:21]1[CH:20]=[C:19]([CH:18]2[CH2:10][C:9](=[O:26])[NH:8][CH2:16][C:51]32[C:62]2[C:57](=[CH:58][CH:59]=[CH:60][CH:61]=2)[NH:35][C:52]3=[O:54])[CH:24]=[CH:23][CH:22]=1. Given the reactants C(OC([N:8]1[C:16]2C(=CC=C(Cl)C=2)/[C:10](=[CH:18]/[C:19]2[CH:24]=[CH:23][CH:22]=[C:21]([Cl:25])[CH:20]=2)/[C:9]1=[O:26])=O)(C)(C)C.ClC1C=CC(OC2CCOCC2)=C(C=[N:35]C(O[Si](C)(C)C)=C)C=1.F[C:51](F)(F)[C:52]([OH:54])=O.[C:57]1(C)[CH:62]=[CH:61][CH:60]=[CH:59][CH:58]=1, predict the reaction product. (5) Given the reactants [F:1][C:2]([F:7])([F:6])[C:3]([OH:5])=[O:4].[F:8][C:9]([F:14])([F:13])[C:10]([OH:12])=[O:11].[F:15][C:16]([F:21])([F:20])[C:17]([OH:19])=[O:18].[Cl:22][C:23]1[CH:24]=[N:25][C:26]2[NH:27][C:28]3[CH:29]=[N:30][CH:31]=[C:32]([CH:51]=3)[CH2:33][CH2:34][C:35]3[CH:43]=[C:39]([NH:40][C:41]=1[N:42]=2)[CH:38]=[CH:37][C:36]=3[NH:44][CH:45]1[CH2:50][CH2:49][NH:48][CH2:47][CH2:46]1.[CH3:52][C:53]1[O:57][N:56]=[C:55]([C:58](Cl)=[O:59])[CH:54]=1, predict the reaction product. The product is: [F:1][C:2]([F:7])([F:6])[C:3]([OH:5])=[O:4].[F:8][C:9]([F:14])([F:13])[C:10]([OH:12])=[O:11].[F:15][C:16]([F:21])([F:20])[C:17]([OH:19])=[O:18].[Cl:22][C:23]1[CH:24]=[N:25][C:26]2[NH:27][C:28]3[CH:29]=[N:30][CH:31]=[C:32]([CH:51]=3)[CH2:33][CH2:34][C:35]3[CH:43]=[C:39]([NH:40][C:41]=1[N:42]=2)[CH:38]=[CH:37][C:36]=3[NH:44][CH:45]1[CH2:46][CH2:47][N:48]([C:58]([C:55]2[CH:54]=[C:53]([CH3:52])[O:57][N:56]=2)=[O:59])[CH2:49][CH2:50]1. (6) Given the reactants [CH2:1]([O:5][CH2:6][CH2:7][O:8][C:9]1[CH:14]=[CH:13][C:12]([C:15]2[CH:16]=[CH:17][C:18]3[N:24]([CH2:25][CH:26]([CH3:28])[CH3:27])[CH2:23][CH2:22][C:21]([C:29]([NH:31][C:32]4[CH:37]=[CH:36][C:35]([S:38][CH2:39][C:40]5[N:44]=[CH:43][O:42][N:41]=5)=[CH:34][CH:33]=4)=[O:30])=[CH:20][C:19]=3[CH:45]=2)=[CH:11][CH:10]=1)[CH2:2][CH2:3][CH3:4].ClC1C=CC=C(C(OO)=[O:54])C=1.S([O-])([O-])(=O)=S.[Na+].[Na+], predict the reaction product. The product is: [CH2:1]([O:5][CH2:6][CH2:7][O:8][C:9]1[CH:14]=[CH:13][C:12]([C:15]2[CH:16]=[CH:17][C:18]3[N:24]([CH2:25][CH:26]([CH3:27])[CH3:28])[CH2:23][CH2:22][C:21]([C:29]([NH:31][C:32]4[CH:33]=[CH:34][C:35]([S:38]([CH2:39][C:40]5[N:44]=[CH:43][O:42][N:41]=5)=[O:54])=[CH:36][CH:37]=4)=[O:30])=[CH:20][C:19]=3[CH:45]=2)=[CH:11][CH:10]=1)[CH2:2][CH2:3][CH3:4]. (7) Given the reactants [Cl:1][C:2]1[CH:7]=[CH:6][C:5]([NH:8][C:9]([CH2:11][C@@H:12]([C:18]2[C:22]([CH:23]([F:25])[F:24])=[C:21]([C:26]3[CH:30]=[C:29]([C:31]([F:37])([F:36])[C:32]([CH3:35])([CH3:34])[CH3:33])[O:28][N:27]=3)[O:20][N:19]=2)[CH2:13][CH2:14][C:15]([OH:17])=[O:16])=[O:10])=[C:4]([F:38])[CH:3]=1.[OH-].[Na+:40], predict the reaction product. The product is: [Cl:1][C:2]1[CH:7]=[CH:6][C:5]([NH:8][C:9]([CH2:11][C@@H:12]([C:18]2[C:22]([CH:23]([F:24])[F:25])=[C:21]([C:26]3[CH:30]=[C:29]([C:31]([F:37])([F:36])[C:32]([CH3:33])([CH3:34])[CH3:35])[O:28][N:27]=3)[O:20][N:19]=2)[CH2:13][CH2:14][C:15]([O-:17])=[O:16])=[O:10])=[C:4]([F:38])[CH:3]=1.[Na+:40]. (8) Given the reactants [CH3:1][O:2][C:3]1[CH:8]=[C:7](C)[CH:6]=[C:5]([O:10][CH3:11])[CH:4]=1.S(Cl)([Cl:15])(=O)=O.C(=O)([O-])[O-].[Na+].[Na+].Cl[CH2:24][Cl:25], predict the reaction product. The product is: [Cl:15][C:6]1[C:7]([CH3:8])=[C:24]([Cl:25])[C:3]([O:2][CH3:1])=[CH:4][C:5]=1[O:10][CH3:11].